This data is from Full USPTO retrosynthesis dataset with 1.9M reactions from patents (1976-2016). The task is: Predict the reactants needed to synthesize the given product. (1) The reactants are: [Na].N.[C:3]([O:7][C:8](=[O:32])[NH:9][C@@:10]12[CH2:15][CH:14]1[CH2:13][N:12](S(C1C=CC(C)=CC=1)(=O)=O)[C@H:11]2[C:26]1[CH:31]=[CH:30][CH:29]=[CH:28][CH:27]=1)([CH3:6])([CH3:5])[CH3:4]. Given the product [C:3]([O:7][C:8](=[O:32])[NH:9][C@@:10]12[CH2:15][CH:14]1[CH2:13][NH:12][C@H:11]2[C:26]1[CH:27]=[CH:28][CH:29]=[CH:30][CH:31]=1)([CH3:6])([CH3:4])[CH3:5], predict the reactants needed to synthesize it. (2) The reactants are: [OH-].COC(NS([N+](CC)(CC)CC)(=O)=O)=O.C(Cl)(Cl)Cl.CO.O.[C:24]([CH:31]1[CH2:36][C:35]2([CH2:39][NH2:40])[CH2:37][CH2:38][C:32]1([CH2:41][NH2:42])[CH2:33][CH2:34]2)([O:26][C:27]([CH3:30])([CH3:29])[CH3:28])=[O:25]. Given the product [C:24]([CH:31]1[CH2:36][C:35]2([CH2:39][NH2:40])[CH2:34][CH2:33][C:32]1([C:41]#[N:42])[CH2:38][CH2:37]2)([O:26][C:27]([CH3:30])([CH3:29])[CH3:28])=[O:25], predict the reactants needed to synthesize it.